Dataset: Full USPTO retrosynthesis dataset with 1.9M reactions from patents (1976-2016). Task: Predict the reactants needed to synthesize the given product. (1) Given the product [Cl:19][C:20]1[CH:21]=[C:22]([C:2]2[S:17][C:5]3[N:6]([CH3:16])[C:7](=[O:15])[N:8]([CH2:11][CH2:12][CH2:13][OH:14])[C:9](=[O:10])[C:4]=3[C:3]=2[CH3:18])[CH:23]=[CH:24][C:25]=1[Cl:26], predict the reactants needed to synthesize it. The reactants are: Br[C:2]1[S:17][C:5]2[N:6]([CH3:16])[C:7](=[O:15])[N:8]([CH2:11][CH2:12][CH2:13][OH:14])[C:9](=[O:10])[C:4]=2[C:3]=1[CH3:18].[Cl:19][C:20]1[CH:21]=[C:22](B(O)O)[CH:23]=[CH:24][C:25]=1[Cl:26].[O-]P([O-])([O-])=O.[K+].[K+].[K+]. (2) Given the product [Cl:1][C:2]1[CH:3]=[CH:4][C:5]([S:8]([C:11](=[C:29]([NH:28][C:24]2[CH:25]=[CH:26][CH:27]=[C:22]([C:20]#[N:21])[CH:23]=2)[S:30][CH3:31])[C:12]#[N:13])(=[O:9])=[O:10])=[CH:6][CH:7]=1, predict the reactants needed to synthesize it. The reactants are: [Cl:1][C:2]1[CH:7]=[CH:6][C:5]([S:8]([CH2:11][C:12]#[N:13])(=[O:10])=[O:9])=[CH:4][CH:3]=1.C(=O)([O-])[O-].[K+].[K+].[C:20]([C:22]1[CH:23]=[C:24]([N:28]=[C:29]=[S:30])[CH:25]=[CH:26][CH:27]=1)#[N:21].[CH3:31]I. (3) Given the product [CH3:17][O:16][C:14]([C:10]1[CH:9]=[C:8]([CH:7]2[CH2:6][CH2:5][N:4]([C:18]([O:20][C:21]([CH3:24])([CH3:23])[CH3:22])=[O:19])[CH2:3][CH:2]2[O:1][CH2:26][C:27]2[CH:36]=[CH:35][C:34]3[C:29](=[CH:30][CH:31]=[CH:32][CH:33]=3)[CH:28]=2)[CH:13]=[CH:12][CH:11]=1)=[O:15], predict the reactants needed to synthesize it. The reactants are: [OH:1][CH:2]1[CH:7]([C:8]2[CH:13]=[CH:12][CH:11]=[C:10]([C:14]([O:16][CH3:17])=[O:15])[CH:9]=2)[CH2:6][CH2:5][N:4]([C:18]([O:20][C:21]([CH3:24])([CH3:23])[CH3:22])=[O:19])[CH2:3]1.Br[CH2:26][C:27]1[CH:36]=[CH:35][C:34]2[C:29](=[CH:30][CH:31]=[CH:32][CH:33]=2)[CH:28]=1. (4) Given the product [Br:28][C:22]1[C:21]2[C:16](=[CH:17][CH:18]=[CH:19][CH:20]=2)[C:15](=[O:25])[N:14]([C:11]2[CH:12]=[CH:13][C:8]([S:7][C:1]3[CH:6]=[CH:5][CH:4]=[CH:3][CH:2]=3)=[CH:9][CH:10]=2)[N:23]=1, predict the reactants needed to synthesize it. The reactants are: [C:1]1([S:7][C:8]2[CH:13]=[CH:12][C:11]([N:14]3[NH:23][C:22](=O)[C:21]4[C:16](=[CH:17][CH:18]=[CH:19][CH:20]=4)[C:15]3=[O:25])=[CH:10][CH:9]=2)[CH:6]=[CH:5][CH:4]=[CH:3][CH:2]=1.P(Br)(Br)([Br:28])=O. (5) The reactants are: [F:1][C:2]1[CH:19]=[CH:18][C:5]([CH2:6][C:7]2[C:16]3[C:11](=[CH:12][CH:13]=[CH:14][CH:15]=3)[C:10](=[O:17])[NH:9][N:8]=2)=[CH:4][C:3]=1[C:20]([N:22]1[CH2:25][CH:24]([CH2:26][N:27]2[CH2:32][CH2:31][CH2:30][CH2:29][CH2:28]2)[CH2:23]1)=[O:21].[ClH:33]. Given the product [ClH:33].[F:1][C:2]1[CH:19]=[CH:18][C:5]([CH2:6][C:7]2[C:16]3[C:11](=[CH:12][CH:13]=[CH:14][CH:15]=3)[C:10](=[O:17])[NH:9][N:8]=2)=[CH:4][C:3]=1[C:20]([N:22]1[CH2:25][CH:24]([CH2:26][N:27]2[CH2:28][CH2:29][CH2:30][CH2:31][CH2:32]2)[CH2:23]1)=[O:21], predict the reactants needed to synthesize it.